The task is: Predict the reactants needed to synthesize the given product.. This data is from Full USPTO retrosynthesis dataset with 1.9M reactions from patents (1976-2016). (1) The reactants are: [Br:1][C:2]1[CH:7]=[CH:6][C:5]([OH:8])=[CH:4][C:3]=1[CH3:9].[C:10]([O-])([O-])=O.[K+].[K+]. Given the product [Br:1][C:2]1[CH:7]=[CH:6][C:5]([O:8][CH3:10])=[CH:4][C:3]=1[CH3:9], predict the reactants needed to synthesize it. (2) Given the product [Cl:1][C:2]1[C:3]([CH3:13])=[C:4]([CH3:12])[C:5]2[O:9][C:8]([N:18]3[CH2:19][CH2:20][N:15]([CH3:14])[CH2:16][CH2:17]3)=[N:7][C:6]=2[CH:11]=1, predict the reactants needed to synthesize it. The reactants are: [Cl:1][C:2]1[C:3]([CH3:13])=[C:4]([CH3:12])[C:5]2[O:9][C:8](S)=[N:7][C:6]=2[CH:11]=1.[CH3:14][N:15]1[CH2:20][CH2:19][NH:18][CH2:17][CH2:16]1.